From a dataset of Full USPTO retrosynthesis dataset with 1.9M reactions from patents (1976-2016). Predict the reactants needed to synthesize the given product. (1) Given the product [CH3:1][O:2][C:3]1[C:12]2[C:11](=[O:13])[N:10]([CH2:14][C:15]([NH:40][C@H:38]([C:35]3[CH:36]=[CH:37][C:32]([CH3:41])=[CH:33][CH:34]=3)[CH3:39])=[O:17])[N:9]=[N:8][C:7]=2[CH:6]=[CH:5][CH:4]=1, predict the reactants needed to synthesize it. The reactants are: [CH3:1][O:2][C:3]1[C:12]2[C:11](=[O:13])[N:10]([CH2:14][C:15]([OH:17])=O)[N:9]=[N:8][C:7]=2[CH:6]=[CH:5][CH:4]=1.C1C=CC2N(O)N=NC=2C=1.C(Cl)CCl.[C:32]1([CH3:41])[CH:37]=[CH:36][C:35]([C@@H:38]([NH2:40])[CH3:39])=[CH:34][CH:33]=1.CCN(C(C)C)C(C)C. (2) Given the product [OH:5][CH:4]([C:6]1[CH:11]=[CH:10][C:9]([O:12][CH3:13])=[CH:8][CH:7]=1)[CH2:3][NH2:2], predict the reactants needed to synthesize it. The reactants are: Cl.[NH2:2][CH2:3][C:4]([C:6]1[CH:11]=[CH:10][C:9]([O:12][CH3:13])=[CH:8][CH:7]=1)=[O:5].[BH4-].[Na+].[OH-].[Na+].C(Cl)(Cl)Cl. (3) Given the product [C:1]([O:5][C:6](=[O:20])[NH:7][CH:8]1[CH2:17][CH2:16][C:15]2[C:10](=[CH:11][CH:12]=[C:13]([CH2:18][N:21]3[CH2:26][CH2:25][CH2:24][CH2:23][CH2:22]3)[CH:14]=2)[CH2:9]1)([CH3:4])([CH3:3])[CH3:2], predict the reactants needed to synthesize it. The reactants are: [C:1]([O:5][C:6](=[O:20])[NH:7][CH:8]1[CH2:17][CH2:16][C:15]2[C:10](=[CH:11][CH:12]=[C:13]([CH:18]=O)[CH:14]=2)[CH2:9]1)([CH3:4])([CH3:3])[CH3:2].[NH:21]1[CH2:26][CH2:25][CH2:24][CH2:23][CH2:22]1.[BH-](OC(C)=O)(OC(C)=O)OC(C)=O.[Na+]. (4) Given the product [N:1]1([C:5]([C:7]2[CH:8]=[CH:9][C:10]([O:11][C:12]3[CH:13]=[C:14]([CH:18]=[C:19]([O:21][C@@H:22]([CH3:29])[CH2:23][O:24][C:25]([CH3:26])([CH3:27])[CH3:28])[CH:20]=3)[C:15]([NH:38][C:33]3[CH:48]=[CH:49][N:44]([CH3:45])[N:34]=3)=[O:17])=[CH:30][CH:31]=2)=[O:6])[CH2:4][CH2:3][CH2:2]1, predict the reactants needed to synthesize it. The reactants are: [N:1]1([C:5]([C:7]2[CH:31]=[CH:30][C:10]([O:11][C:12]3[CH:13]=[C:14]([CH:18]=[C:19]([O:21][C@@H:22]([CH3:29])[CH2:23][O:24][C:25]([CH3:28])([CH3:27])[CH3:26])[CH:20]=3)[C:15]([OH:17])=O)=[CH:9][CH:8]=2)=[O:6])[CH2:4][CH2:3][CH2:2]1.Cl[C:33]1[N:38]=C(OC)N=C(OC)[N:34]=1.C[N:44]1[CH2:49][CH2:48]OC[CH2:45]1.CNN1C=CC=N1. (5) Given the product [C:1]([NH:5][C:6]1[N:7]=[C:8]([NH:24][C:25]2[CH:30]=[N:29][CH:28]=[CH:27][N:26]=2)[CH:9]=[C:10]2[C:15]=1[C:14](=[O:16])[N:13]([CH2:17][CH2:18][S:19]([CH3:22])(=[O:21])=[O:20])[CH:12]=[CH:11]2)([CH3:4])([CH3:3])[CH3:2], predict the reactants needed to synthesize it. The reactants are: [C:1]([NH:5][C:6]1[N:7]=[C:8](Cl)[CH:9]=[C:10]2[C:15]=1[C:14](=[O:16])[N:13]([CH2:17][CH2:18][S:19]([CH3:22])(=[O:21])=[O:20])[CH:12]=[CH:11]2)([CH3:4])([CH3:3])[CH3:2].[NH2:24][C:25]1[CH:30]=[N:29][CH:28]=[CH:27][N:26]=1.C([O-])([O-])=O.[Na+].[Na+].CC1(C)C2C(=C(P(C3C=CC=CC=3)C3C=CC=CC=3)C=CC=2)OC2C(P(C3C=CC=CC=3)C3C=CC=CC=3)=CC=CC1=2. (6) Given the product [F:20][C:6]1[CH:7]=[C:8]([B:11]2[O:15][C:14]([CH3:17])([CH3:16])[C:13]([CH3:19])([CH3:18])[O:12]2)[CH:9]=[CH:10][C:5]=1[CH2:4][NH:2][CH3:1], predict the reactants needed to synthesize it. The reactants are: [CH3:1][NH2:2].Br[CH2:4][C:5]1[CH:10]=[CH:9][C:8]([B:11]2[O:15][C:14]([CH3:17])([CH3:16])[C:13]([CH3:19])([CH3:18])[O:12]2)=[CH:7][C:6]=1[F:20].